This data is from Catalyst prediction with 721,799 reactions and 888 catalyst types from USPTO. The task is: Predict which catalyst facilitates the given reaction. (1) Reactant: [CH:1]1([CH2:4][NH:5][CH2:6][C:7]2[C:8]([C:14]([F:17])([F:16])[F:15])=[N:9][C:10]([NH2:13])=[N:11][CH:12]=2)[CH2:3][CH2:2]1.C(N(CC)CC)C.[C:25](O[C:25]([O:27][C:28]([CH3:31])([CH3:30])[CH3:29])=[O:26])([O:27][C:28]([CH3:31])([CH3:30])[CH3:29])=[O:26]. Product: [CH3:29][C:28]([O:27][C:25](=[O:26])[N:5]([CH2:6][C:7]1[C:8]([C:14]([F:16])([F:17])[F:15])=[N:9][C:10]([NH2:13])=[N:11][CH:12]=1)[CH2:4][CH:1]1[CH2:3][CH2:2]1)([CH3:31])[CH3:30]. The catalyst class is: 13. (2) Reactant: [O:1]=[C:2]1[NH:7][C:6]2[CH:8]=[C:9]([C:12]([O:14][CH3:15])=[O:13])[CH:10]=[CH:11][C:5]=2[O:4][CH2:3]1.[H-].[Na+].CS(O[CH2:23][CH2:24][N:25]1[CH2:30][CH2:29][CH:28]([NH:31][C:32]([O:34][C:35]([CH3:38])([CH3:37])[CH3:36])=[O:33])[CH2:27][CH2:26]1)(=O)=O.COC1C=C2C(C=CC(=O)N2CCN2CCC(NC(=O)OC(C)(C)C)CC2)=CC=1. Product: [C:35]([O:34][C:32]([NH:31][CH:28]1[CH2:27][CH2:26][N:25]([CH2:24][CH2:23][N:7]2[C:6]3[CH:8]=[C:9]([C:12]([O:14][CH3:15])=[O:13])[CH:10]=[CH:11][C:5]=3[O:4][CH2:3][C:2]2=[O:1])[CH2:30][CH2:29]1)=[O:33])([CH3:38])([CH3:37])[CH3:36]. The catalyst class is: 98.